From a dataset of Full USPTO retrosynthesis dataset with 1.9M reactions from patents (1976-2016). Predict the reactants needed to synthesize the given product. Given the product [C:21]1([CH3:26])[CH:22]=[CH:23][C:24]([O:1][CH2:2][CH2:3][CH2:4][C:5]2[C:13]3[C:8](=[CH:9][CH:10]=[CH:11][CH:12]=3)[NH:7][C:6]=2[C:14]([O:16][CH2:17][CH3:18])=[O:15])=[CH:19][CH:20]=1, predict the reactants needed to synthesize it. The reactants are: [OH:1][CH2:2][CH2:3][CH2:4][C:5]1[C:13]2[C:8](=[CH:9][CH:10]=[CH:11][CH:12]=2)[NH:7][C:6]=1[C:14]([O:16][CH2:17][CH3:18])=[O:15].[CH:19]1[C:24](O)=[CH:23][CH:22]=[C:21]([CH3:26])[CH:20]=1.